This data is from Forward reaction prediction with 1.9M reactions from USPTO patents (1976-2016). The task is: Predict the product of the given reaction. Given the reactants [CH3:1][O:2][C:3]1[CH:8]=[CH:7][C:6]([N:9]([C:36]2[CH:41]=[CH:40][C:39]([O:42][CH3:43])=[CH:38][CH:37]=2)[C:10]2[CH:15]=[CH:14][C:13]([N:16]([C:28]3[CH:33]=[CH:32][C:31]([O:34][CH3:35])=[CH:30][CH:29]=3)[C:17]3[CH:27]=[CH:26][C:20]([O:21][CH2:22][CH2:23][CH2:24][OH:25])=[CH:19][CH:18]=3)=[CH:12][CH:11]=2)=[CH:5][CH:4]=1.C(N(CC)CC)C.[CH3:51][S:52](Cl)(=[O:54])=[O:53], predict the reaction product. The product is: [CH3:51][S:52]([O:25][CH2:24][CH2:23][CH2:22][O:21][C:20]1[CH:26]=[CH:27][C:17]([N:16]([C:13]2[CH:12]=[CH:11][C:10]([N:9]([C:36]3[CH:37]=[CH:38][C:39]([O:42][CH3:43])=[CH:40][CH:41]=3)[C:6]3[CH:5]=[CH:4][C:3]([O:2][CH3:1])=[CH:8][CH:7]=3)=[CH:15][CH:14]=2)[C:28]2[CH:33]=[CH:32][C:31]([O:34][CH3:35])=[CH:30][CH:29]=2)=[CH:18][CH:19]=1)(=[O:54])=[O:53].